Task: Binary Classification. Given a T-cell receptor sequence (or CDR3 region) and an epitope sequence, predict whether binding occurs between them.. Dataset: TCR-epitope binding with 47,182 pairs between 192 epitopes and 23,139 TCRs (1) The epitope is RAKFKQLL. The TCR CDR3 sequence is CASSPRGGVEKTQYF. Result: 1 (the TCR binds to the epitope). (2) The epitope is GLCTLVAML. The TCR CDR3 sequence is CASSTAPGTEAFF. Result: 0 (the TCR does not bind to the epitope). (3) The epitope is KPLEFGATSAAL. The TCR CDR3 sequence is CASSLAGLSYEQYF. Result: 1 (the TCR binds to the epitope). (4) The epitope is SLFNTVATLY. The TCR CDR3 sequence is CASSFLAGGPPADTQYF. Result: 0 (the TCR does not bind to the epitope). (5) The epitope is SEISMDNSPNL. The TCR CDR3 sequence is CASSEWEREDEQYF. Result: 1 (the TCR binds to the epitope). (6) The epitope is SQASSRSSSR. The TCR CDR3 sequence is CASSLWYNQPQHF. Result: 0 (the TCR does not bind to the epitope). (7) The epitope is FVRATATIPI. The TCR CDR3 sequence is CASSFGPSEVLNGYTF. Result: 0 (the TCR does not bind to the epitope).